This data is from Forward reaction prediction with 1.9M reactions from USPTO patents (1976-2016). The task is: Predict the product of the given reaction. Given the reactants [C:1]([C:5]1[N:6]=[C:7]([N:22]2[CH2:27][CH2:26]O[CH2:24][CH2:23]2)[C:8]2[N:13]=[N:12][N:11]([CH2:14][C:15]3[CH:20]=[CH:19][CH:18]=[CH:17][C:16]=3[Cl:21])[C:9]=2[N:10]=1)([CH3:4])([CH3:3])[CH3:2].C(C1N=C(Cl)C2N=[N:39][N:38]([CH2:41][C:42]3[CH:47]=CC=CC=3Cl)[C:36]=2N=1)(C)(C)C.CN1C=CC(C2CCCN2)=N1, predict the reaction product. The product is: [C:1]([C:5]1[N:6]=[C:7]([N:22]2[CH2:27][CH2:26][CH2:24][CH:23]2[C:47]2[CH:42]=[CH:41][N:38]([CH3:36])[N:39]=2)[C:8]2[N:13]=[N:12][N:11]([CH2:14][C:15]3[CH:20]=[CH:19][CH:18]=[CH:17][C:16]=3[Cl:21])[C:9]=2[N:10]=1)([CH3:4])([CH3:3])[CH3:2].